Dataset: Forward reaction prediction with 1.9M reactions from USPTO patents (1976-2016). Task: Predict the product of the given reaction. (1) Given the reactants [NH2:1][C:2]1[C:3]([SH:10])=[N:4][C:5]([O:8][CH3:9])=[CH:6][CH:7]=1.[Cl:11][CH2:12][C:13](OCC)(OCC)OCC, predict the reaction product. The product is: [Cl:11][CH2:12][C:13]1[S:10][C:3]2[C:2]([N:1]=1)=[CH:7][CH:6]=[C:5]([O:8][CH3:9])[N:4]=2. (2) Given the reactants [Cl:1][C:2]1[CH:7]=[CH:6][C:5]([C:8]2[C:9]([C:14]#[N:15])=[N:10][CH:11]=[CH:12][CH:13]=2)=[C:4](F)[CH:3]=1.[OH-:17].[K+].CO, predict the reaction product. The product is: [Cl:1][C:2]1[CH:7]=[CH:6][C:5]2[C:8]3[CH:13]=[CH:12][CH:11]=[N:10][C:9]=3[C:14](=[O:17])[NH:15][C:4]=2[CH:3]=1. (3) Given the reactants [N:1]1([C:7]2[CH:8]=[CH:9][C:10]3[N:11]([C:13]([C:16]([F:19])([F:18])[F:17])=[N:14][N:15]=3)[N:12]=2)[CH2:6][CH2:5][NH:4][CH2:3][CH2:2]1.[CH3:20][C:21]([O:24][C:25]1[CH:32]=[CH:31][C:28]([CH:29]=O)=[CH:27][CH:26]=1)([CH3:23])[CH3:22], predict the reaction product. The product is: [CH3:23][C:21]([O:24][C:25]1[CH:26]=[CH:27][C:28]([CH2:29][N:4]2[CH2:3][CH2:2][N:1]([C:7]3[CH:8]=[CH:9][C:10]4[N:11]([C:13]([C:16]([F:17])([F:18])[F:19])=[N:14][N:15]=4)[N:12]=3)[CH2:6][CH2:5]2)=[CH:31][CH:32]=1)([CH3:20])[CH3:22]. (4) Given the reactants [OH:1][C:2]1[CH:3]=[C:4]([C:8]#[C:9][C:10]2[CH:11]=[C:12]([C:16]([N:18]=[S@:19]([CH2:27][C:28](OCC)=[O:29])([C:21]3[CH:26]=[CH:25][CH:24]=[CH:23][CH:22]=3)=[O:20])=[O:17])[CH:13]=[N:14][CH:15]=2)[CH:5]=[CH:6][CH:7]=1.[CH2:33]([CH2:35][NH2:36])[OH:34], predict the reaction product. The product is: [OH:34][CH2:33][CH2:35][NH:36][C:28](=[O:29])[CH2:27][S:19](=[O:20])([C:21]1[CH:26]=[CH:25][CH:24]=[CH:23][CH:22]=1)=[N:18][C:16](=[O:17])[C:12]1[CH:11]=[C:10]([C:9]#[C:8][C:4]2[CH:5]=[CH:6][CH:7]=[C:2]([OH:1])[CH:3]=2)[CH:15]=[N:14][CH:13]=1.